From a dataset of Catalyst prediction with 721,799 reactions and 888 catalyst types from USPTO. Predict which catalyst facilitates the given reaction. Reactant: C([NH:4][C:5]1[CH:10]=[CH:9][N:8]([CH2:11][CH2:12][CH2:13][CH2:14][C:15]2[S:19][C:18]([NH:20][C:21](=[O:29])[CH2:22][C:23]3[CH:28]=[CH:27][CH:26]=[CH:25][CH:24]=3)=[N:17][N:16]=2)[C:7](=[O:30])[N:6]=1)(=O)C. Product: [NH2:4][C:5]1[CH:10]=[CH:9][N:8]([CH2:11][CH2:12][CH2:13][CH2:14][C:15]2[S:19][C:18]([NH:20][C:21](=[O:29])[CH2:22][C:23]3[CH:28]=[CH:27][CH:26]=[CH:25][CH:24]=3)=[N:17][N:16]=2)[C:7](=[O:30])[N:6]=1. The catalyst class is: 547.